From a dataset of Full USPTO retrosynthesis dataset with 1.9M reactions from patents (1976-2016). Predict the reactants needed to synthesize the given product. (1) Given the product [Br:16][C:12]1[C:7]2[N:6]=[N:5][N:4]([CH2:3][C:2]([CH3:15])([CH3:14])[CH3:1])[C:8]=2[CH:9]=[CH:10][C:11]=1[NH2:13], predict the reactants needed to synthesize it. The reactants are: [CH3:1][C:2]([CH3:15])([CH3:14])[CH2:3][N:4]1[C:8]2[CH:9]=[CH:10][C:11]([NH2:13])=[CH:12][C:7]=2[N:6]=[N:5]1.[Br-:16].[Br-].[Br-].[NH+]1C=CC=CC=1.[NH+]1C=CC=CC=1.[NH+]1C=CC=CC=1. (2) Given the product [CH:8]([O:11][C:12]1[CH:13]=[CH:14][C:15]([CH:18]=[O:19])=[N:16][CH:17]=1)([CH3:10])[CH3:9], predict the reactants needed to synthesize it. The reactants are: C(=O)([O-])[O-].[K+].[K+].Br[CH:8]([CH3:10])[CH3:9].[OH:11][C:12]1[CH:13]=[CH:14][C:15]([CH:18]=[O:19])=[N:16][CH:17]=1. (3) Given the product [NH:46]1[C:47]2[C:43](=[CH:42][CH:41]=[C:40]([NH:39][C:37](=[O:38])[C@@H:19]([NH:18][C:16]([C@H:13]3[CH2:14][CH2:15][C@H:10]([CH2:9][NH:8][C:6](=[O:7])[O:5][C:1]([CH3:4])([CH3:2])[CH3:3])[CH2:11][CH2:12]3)=[O:17])[CH2:20][C:21]3[CH:26]=[CH:25][C:24]([C:27]4[CH:32]=[CH:31][C:30]([C:33](=[O:34])[NH:49][CH:50]5[CH2:55][CH2:54][CH2:53][NH:52][C:51]5=[O:56])=[CH:29][C:28]=4[CH3:36])=[CH:23][CH:22]=3)[CH:48]=2)[CH:44]=[N:45]1, predict the reactants needed to synthesize it. The reactants are: [C:1]([O:5][C:6]([NH:8][CH2:9][C@H:10]1[CH2:15][CH2:14][C@H:13]([C:16]([NH:18][C@H:19]([C:37]([NH:39][C:40]2[CH:48]=[C:47]3[C:43]([CH:44]=[N:45][NH:46]3)=[CH:42][CH:41]=2)=[O:38])[CH2:20][C:21]2[CH:26]=[CH:25][C:24]([C:27]3[CH:32]=[CH:31][C:30]([C:33](O)=[O:34])=[CH:29][C:28]=3[CH3:36])=[CH:23][CH:22]=2)=[O:17])[CH2:12][CH2:11]1)=[O:7])([CH3:4])([CH3:3])[CH3:2].[NH2:49][CH:50]1[CH2:55][CH2:54][CH2:53][NH:52][C:51]1=[O:56].C(N(CC)C(C)C)(C)C.C(P1(=O)OP(=O)(CCC)OP(=O)(CCC)O1)CC. (4) The reactants are: [F:1][C:2]([F:17])([F:16])[C:3]1[CH:4]=[C:5]([CH:13]=[CH:14][CH:15]=1)[NH:6][C:7](=[O:12])[C:8]([CH3:11])([CH3:10])[CH3:9].C([Li])CCC.CCCCCC.[C:29](=[O:31])=[O:30].C(=O)([O-])O.[Na+]. Given the product [C:7]([NH:6][C:5]1[CH:13]=[CH:14][CH:15]=[C:3]([C:2]([F:16])([F:17])[F:1])[C:4]=1[C:29]([OH:31])=[O:30])(=[O:12])[C:8]([CH3:11])([CH3:10])[CH3:9], predict the reactants needed to synthesize it. (5) Given the product [Br:31][C:9]1[C:8]([OH:12])=[C:7]([C:13]2[N:14]=[N:15][C:16]([N:19]([CH3:30])[CH:20]3[CH2:25][C:24]([CH3:26])([CH3:27])[NH:23][C:22]([CH3:29])([CH3:28])[CH2:21]3)=[CH:17][CH:18]=2)[CH:6]=[C:5]2[C:10]=1[CH:11]=[C:2]([CH3:1])[CH:3]=[N:4]2, predict the reactants needed to synthesize it. The reactants are: [CH3:1][C:2]1[CH:3]=[N:4][C:5]2[C:10]([CH:11]=1)=[CH:9][C:8]([OH:12])=[C:7]([C:13]1[N:14]=[N:15][C:16]([N:19]([CH3:30])[CH:20]3[CH2:25][C:24]([CH3:27])([CH3:26])[NH:23][C:22]([CH3:29])([CH3:28])[CH2:21]3)=[CH:17][CH:18]=1)[CH:6]=2.[Br:31]N1C(=O)CCC1=O. (6) Given the product [CH3:1][N:2]([C@H:15]1[CH2:19][CH2:18][N:17]([CH2:21][C:22]2[CH:27]=[CH:26][N:25]=[C:24]([C:28]3[CH:33]=[C:32]([O:34][CH3:35])[C:31]([O:36][CH3:37])=[C:30]([O:38][CH3:39])[CH:29]=3)[CH:23]=2)[CH2:16]1)[S:3]([C:6]1[CH:11]=[CH:10][CH:9]=[CH:8][C:7]=1[N+:12]([O-:14])=[O:13])(=[O:4])=[O:5], predict the reactants needed to synthesize it. The reactants are: [CH3:1][N:2]([C@H:15]1[CH2:19][CH2:18][NH:17][CH2:16]1)[S:3]([C:6]1[CH:11]=[CH:10][CH:9]=[CH:8][C:7]=1[N+:12]([O-:14])=[O:13])(=[O:5])=[O:4].Cl[CH2:21][C:22]1[CH:27]=[CH:26][N:25]=[C:24]([C:28]2[CH:33]=[C:32]([O:34][CH3:35])[C:31]([O:36][CH3:37])=[C:30]([O:38][CH3:39])[CH:29]=2)[CH:23]=1. (7) The reactants are: C([O:5][C:6](=[O:34])[C:7]1[CH:12]=[CH:11][C:10]([N:13]([C:20]2[CH:25]=[CH:24][C:23]([O:26][CH:27]([F:29])[F:28])=[C:22]([O:30][CH:31]([F:33])[F:32])[CH:21]=2)[CH2:14][C:15]2[S:19][CH:18]=[N:17][CH:16]=2)=[CH:9][CH:8]=1)(C)(C)C.FC(F)(F)C(O)=O.C(=O)(O)[O-].[Na+]. Given the product [F:33][CH:31]([F:32])[O:30][C:22]1[CH:21]=[C:20]([N:13]([CH2:14][C:15]2[S:19][CH:18]=[N:17][CH:16]=2)[C:10]2[CH:9]=[CH:8][C:7]([C:6]([OH:34])=[O:5])=[CH:12][CH:11]=2)[CH:25]=[CH:24][C:23]=1[O:26][CH:27]([F:29])[F:28], predict the reactants needed to synthesize it.